Predict the reactants needed to synthesize the given product. From a dataset of Full USPTO retrosynthesis dataset with 1.9M reactions from patents (1976-2016). The reactants are: [CH3:1][O:2][C:3]1[C:4]([C:6]([NH:11][C:12]2[C:21]3[C:16](=[CH:17][C:18]([O:24][CH2:25][CH2:26][O:27][CH3:28])=[C:19]([O:22][CH3:23])[CH:20]=3)[N:15]=[CH:14][N:13]=2)=[CH:7][C:8](=[O:10])[CH:9]=1)=[O:5].[C:29]1([SH:35])[CH:34]=[CH:33][CH:32]=[CH:31][CH:30]=1.C(C1C(=O)C(Cl)=C(Cl)C(=O)C=1C#N)#N. Given the product [CH3:1][O:2][C:3]1[C:4](=[O:5])[C:6]([NH:11][C:12]2[C:21]3[C:16](=[CH:17][C:18]([O:24][CH2:25][CH2:26][O:27][CH3:28])=[C:19]([O:22][CH3:23])[CH:20]=3)[N:15]=[CH:14][N:13]=2)=[C:7]([S:35][C:29]2[CH:34]=[CH:33][CH:32]=[CH:31][CH:30]=2)[C:8]([CH:9]=1)=[O:10], predict the reactants needed to synthesize it.